Dataset: Catalyst prediction with 721,799 reactions and 888 catalyst types from USPTO. Task: Predict which catalyst facilitates the given reaction. (1) Reactant: [CH3:1][C:2]1([CH3:24])[O:6][C@H:5]2[C@H:7]([N:14]3[C:18]4[N:19]=[CH:20][N:21]=[C:22]([CH3:23])[C:17]=4[CH:16]=[CH:15]3)[O:8][C@@H:9]([CH:10]([OH:13])[C:11]#[CH:12])[C@H:4]2[O:3]1.CC(OI1(OC(C)=O)(OC(C)=O)OC(=O)C2C=CC=CC1=2)=O. Product: [CH3:1][C:2]1([CH3:24])[O:6][C@H:5]2[C@H:7]([N:14]3[C:18]4[N:19]=[CH:20][N:21]=[C:22]([CH3:23])[C:17]=4[CH:16]=[CH:15]3)[O:8][C@@H:9]([C:10](=[O:13])[C:11]#[CH:12])[C@H:4]2[O:3]1. The catalyst class is: 2. (2) Reactant: COC1C=CC(C[N:8]([C:16]2[S:17][C:18]3[CH2:27][CH2:26][CH:25]([O:28][CH3:29])[C:24]4[C:20](=[CH:21][N:22](CC5C=CC(OC)=CC=5)[N:23]=4)[C:19]=3[N:39]=2)[C:9]2[N:14]=[C:13]([CH3:15])[CH:12]=[CH:11][N:10]=2)=CC=1. Product: [CH3:29][O:28][CH:25]1[C:24]2[NH:23][N:22]=[CH:21][C:20]=2[C:19]2[N:39]=[C:16]([NH:8][C:9]3[N:14]=[C:13]([CH3:15])[CH:12]=[CH:11][N:10]=3)[S:17][C:18]=2[CH2:27][CH2:26]1. The catalyst class is: 67. (3) Reactant: [C:1]([O:5][C:6](=[O:41])[NH:7][C@H:8]1[CH2:16][O:15][CH2:14][C@H:13]([CH2:17][C:18]2[C:27]3[C:22](=[CH:23][CH:24]=[CH:25][CH:26]=3)[CH:21]=[CH:20][CH:19]=2)[C@@H:12]([O:28][Si:29]([CH:36]([CH3:38])[CH3:37])([CH:33]([CH3:35])[CH3:34])[CH:30]([CH3:32])[CH3:31])[C@H:11]([CH3:39])[O:10][C:9]1=[O:40])([CH3:4])([CH3:3])[CH3:2].[C:42](O[C:42]([O:44][C:45]([CH3:48])([CH3:47])[CH3:46])=[O:43])([O:44][C:45]([CH3:48])([CH3:47])[CH3:46])=[O:43]. Product: [C:1]([O:5][C:6]([N:7]([C@H:8]1[CH2:16][O:15][CH2:14][C@H:13]([CH2:17][C:18]2[C:27]3[C:22](=[CH:23][CH:24]=[CH:25][CH:26]=3)[CH:21]=[CH:20][CH:19]=2)[C@@H:12]([O:28][Si:29]([CH:30]([CH3:31])[CH3:32])([CH:33]([CH3:34])[CH3:35])[CH:36]([CH3:38])[CH3:37])[C@H:11]([CH3:39])[O:10][C:9]1=[O:40])[C:42](=[O:43])[O:44][C:45]([CH3:48])([CH3:47])[CH3:46])=[O:41])([CH3:4])([CH3:3])[CH3:2]. The catalyst class is: 649. (4) Reactant: [C:1]([Cu])#[N:2].[CH3:4][O:5][C:6]([C@H:8]1[N:12]2[C:13](=[O:35])[C:14](Br)=[C:15]([CH2:23][C:24]3[C:33]4[C:28](=[CH:29][CH:30]=[CH:31][CH:32]=4)[CH:27]=[CH:26][CH:25]=3)[C:16]([C:17]3[CH:22]=[CH:21][CH:20]=[CH:19][CH:18]=3)=[C:11]2[S:10][CH2:9]1)=[O:7]. Product: [CH3:4][O:5][C:6]([C@H:8]1[N:12]2[C:13](=[O:35])[C:14]([C:1]#[N:2])=[C:15]([CH2:23][C:24]3[C:33]4[C:28](=[CH:29][CH:30]=[CH:31][CH:32]=4)[CH:27]=[CH:26][CH:25]=3)[C:16]([C:17]3[CH:22]=[CH:21][CH:20]=[CH:19][CH:18]=3)=[C:11]2[S:10][CH2:9]1)=[O:7]. The catalyst class is: 37. (5) Reactant: C(OC(=O)O[C@H:6]1[CH2:10][C@@H:9]([N:11]2[CH:19]=[N:18][C:17]3[C:12]2=[N:13][C:14]([Cl:21])=[N:15][C:16]=3[Cl:20])[CH:8]=[CH:7]1)C.C1(P(C2C=CC=CC=2)C2C=CC=CC=2)C=CC=CC=1.[NH:42]1[CH:46]=[CH:45][N:44]=[N:43]1. Product: [Cl:21][C:14]1[N:13]=[C:12]2[C:17]([N:18]=[CH:19][N:11]2[C@@H:9]2[CH2:10][C@H:6]([N:43]3[N:44]=[CH:45][CH:46]=[N:42]3)[CH:7]=[CH:8]2)=[C:16]([Cl:20])[N:15]=1. The catalyst class is: 110. (6) Reactant: C(=O)([O-])[O-].[Na+].[Na+].[CH2:7]([Br:10])[CH:8]=[CH2:9].[C:11]([O:14][C@H:15]1[C@@H:20]([N:21]2[CH2:25][CH2:24][CH2:23][CH2:22]2)[CH2:19][C@H:18]2[C@H:26]3[C@H:36]([CH2:37][CH2:38][C@:16]12[CH3:17])[C@:34]1([CH3:35])[C@H:29]([CH2:30][C@H:31]([OH:45])[C@@H:32]([N:39]2[CH2:44][CH2:43][O:42][CH2:41][CH2:40]2)[CH2:33]1)[CH2:28][CH2:27]3)(=[O:13])[CH3:12]. Product: [Br-:10].[C:11]([O:14][C@H:15]1[C@@H:20]([N+:21]2([CH2:9][CH:8]=[CH2:7])[CH2:22][CH2:23][CH2:24][CH2:25]2)[CH2:19][C@H:18]2[C@H:26]3[C@H:36]([CH2:37][CH2:38][C@:16]12[CH3:17])[C@:34]1([CH3:35])[C@H:29]([CH2:30][C@H:31]([OH:45])[C@@H:32]([N:39]2[CH2:40][CH2:41][O:42][CH2:43][CH2:44]2)[CH2:33]1)[CH2:28][CH2:27]3)(=[O:13])[CH3:12]. The catalyst class is: 4. (7) Product: [F:1][C:2]1[C:3]([C:9]([N:14]([CH3:15])[CH3:13])=[O:10])=[N:4][CH:5]=[C:6]([F:8])[CH:7]=1. The catalyst class is: 503. Reactant: [F:1][C:2]1[C:3]([C:9](Cl)=[O:10])=[N:4][CH:5]=[C:6]([F:8])[CH:7]=1.Cl.[CH3:13][NH:14][CH3:15].C(N(CC)CC)C.